This data is from Forward reaction prediction with 1.9M reactions from USPTO patents (1976-2016). The task is: Predict the product of the given reaction. (1) Given the reactants [C:1]([NH:5][C:6](=[O:35])[C:7]1[CH:12]=[CH:11][CH:10]=[C:9]([O:13][C:14]2[CH:19]=[CH:18][C:17]([NH:20][C:21]3[C:31]4[CH:30]=[C:29]([CH:32]=O)[CH2:28][CH2:27][NH:26][C:25]=4[N:24]=[CH:23][N:22]=3)=[CH:16][C:15]=2[Cl:34])[CH:8]=1)([CH3:4])([CH3:3])[CH3:2].[ClH:36].[F:37][CH2:38][CH2:39][NH:40][CH2:41][CH2:42][S:43]([CH3:46])(=[O:45])=[O:44].C(O[BH-](OC(=O)C)OC(=O)C)(=O)C.[Na+].Cl.C(OCC)(=O)C, predict the reaction product. The product is: [ClH:34].[ClH:36].[C:1]([NH:5][C:6](=[O:35])[C:7]1[CH:12]=[CH:11][CH:10]=[C:9]([O:13][C:14]2[CH:19]=[CH:18][C:17]([NH:20][C:21]3[C:31]4[CH:30]=[C:29]([CH2:32][N:40]([CH2:39][CH2:38][F:37])[CH2:41][CH2:42][S:43]([CH3:46])(=[O:45])=[O:44])[CH2:28][CH2:27][NH:26][C:25]=4[N:24]=[CH:23][N:22]=3)=[CH:16][C:15]=2[Cl:34])[CH:8]=1)([CH3:3])([CH3:2])[CH3:4]. (2) Given the reactants [CH3:1][N:2]([CH3:34])[C:3]1([C:28]2[CH:33]=[CH:32][CH:31]=[CH:30][CH:29]=2)[CH2:8][CH2:7][CH:6]([CH2:9][NH:10][C:11]([N:13]2[CH2:18][CH:17]=[C:16]([C:19]3[C:27]4[C:22](=[CH:23][CH:24]=[CH:25][CH:26]=4)[NH:21][CH:20]=3)[CH2:15][CH2:14]2)=[O:12])[CH2:5][CH2:4]1.C(O)C.[C:38]([OH:50])(=[O:49])[CH2:39][C:40]([CH2:45][C:46]([OH:48])=[O:47])([C:42]([OH:44])=[O:43])[OH:41], predict the reaction product. The product is: [C:38]([OH:50])(=[O:49])[CH2:39][C:40]([CH2:45][C:46]([OH:48])=[O:47])([C:42]([OH:44])=[O:43])[OH:41].[CH3:1][N:2]([CH3:34])[C:3]1([C:28]2[CH:29]=[CH:30][CH:31]=[CH:32][CH:33]=2)[CH2:4][CH2:5][CH:6]([CH2:9][NH:10][C:11]([N:13]2[CH2:14][CH:15]=[C:16]([C:19]3[C:27]4[C:22](=[CH:23][CH:24]=[CH:25][CH:26]=4)[NH:21][CH:20]=3)[CH2:17][CH2:18]2)=[O:12])[CH2:7][CH2:8]1. (3) Given the reactants [C:1]([C:3]1[C:8]2[N:9]([CH2:12][C:13]([OH:15])=O)[CH:10]=[N:11][C:7]=2[CH:6]=[CH:5][CH:4]=1)#[N:2].[NH2:16][CH:17]([C:19]1[CH:24]=[CH:23][C:22]([C:25]2([C:31]#[N:32])[CH2:30][CH2:29][CH2:28][CH2:27][CH2:26]2)=[CH:21][CH:20]=1)[CH3:18].CCN(CC)CC.CN(C(ON1N=NC2C=CC=NC1=2)=[N+](C)C)C.F[P-](F)(F)(F)(F)F, predict the reaction product. The product is: [C:1]([C:3]1[C:8]2[N:9]([CH2:12][C:13]([NH:16][CH:17]([C:19]3[CH:24]=[CH:23][C:22]([C:25]4([C:31]#[N:32])[CH2:26][CH2:27][CH2:28][CH2:29][CH2:30]4)=[CH:21][CH:20]=3)[CH3:18])=[O:15])[CH:10]=[N:11][C:7]=2[CH:6]=[CH:5][CH:4]=1)#[N:2]. (4) Given the reactants [NH2:1][C:2]1[CH:7]=[CH:6][C:5]([O:8][CH2:9][O:10][CH2:11][CH3:12])=[CH:4][C:3]=1[SH:13].[Cl:14][C:15]1[C:20]([NH:21][C:22](=[O:27])[C:23]([CH3:26])([CH3:25])[CH3:24])=[CH:19][CH:18]=[C:17]([CH:28]=O)[N:16]=1.C(OCC)(=O)C, predict the reaction product. The product is: [Cl:14][C:15]1[C:20]([NH:21][C:22](=[O:27])[C:23]([CH3:24])([CH3:25])[CH3:26])=[CH:19][CH:18]=[C:17]([C:28]2[S:13][C:3]3[CH:4]=[C:5]([O:8][CH2:9][O:10][CH2:11][CH3:12])[CH:6]=[CH:7][C:2]=3[N:1]=2)[N:16]=1.